Dataset: Peptide-MHC class I binding affinity with 185,985 pairs from IEDB/IMGT. Task: Regression. Given a peptide amino acid sequence and an MHC pseudo amino acid sequence, predict their binding affinity value. This is MHC class I binding data. (1) The peptide sequence is WPYIASRTSI. The MHC is HLA-B54:01 with pseudo-sequence HLA-B54:01. The binding affinity (normalized) is 0.393. (2) The peptide sequence is KPIPHRTVL. The MHC is HLA-A30:01 with pseudo-sequence HLA-A30:01. The binding affinity (normalized) is 0.387. (3) The peptide sequence is LAFVVFLLV. The MHC is HLA-A68:02 with pseudo-sequence HLA-A68:02. The binding affinity (normalized) is 0.361. (4) The peptide sequence is MQIAILVTTV. The MHC is HLA-A68:02 with pseudo-sequence HLA-A68:02. The binding affinity (normalized) is 0.551.